Dataset: Catalyst prediction with 721,799 reactions and 888 catalyst types from USPTO. Task: Predict which catalyst facilitates the given reaction. (1) Reactant: [C:1]([C:3]1[CH:4]=[C:5]([CH:26]=[CH:27][C:28]=1[CH:29]1[CH2:34][CH2:33][CH2:32][CH2:31][CH2:30]1)[CH2:6][O:7][C:8]1[CH:16]=[CH:15][C:14]2[NH:13][C:12]3[CH:17]([CH2:20][C:21]([O:23]CC)=[O:22])[CH2:18][CH2:19][C:11]=3[C:10]=2[CH:9]=1)#[N:2].[Li+].[OH-]. Product: [C:1]([C:3]1[CH:4]=[C:5]([CH:26]=[CH:27][C:28]=1[CH:29]1[CH2:34][CH2:33][CH2:32][CH2:31][CH2:30]1)[CH2:6][O:7][C:8]1[CH:16]=[CH:15][C:14]2[NH:13][C:12]3[CH:17]([CH2:20][C:21]([OH:23])=[O:22])[CH2:18][CH2:19][C:11]=3[C:10]=2[CH:9]=1)#[N:2]. The catalyst class is: 12. (2) Reactant: C1CCC(N=C=NC2CCCCC2)CC1.C1C=CC2N(O)N=NC=2C=1.Cl.[CH2:27]([C:29]1[CH:34]=[CH:33][CH:32]=[CH:31][C:30]=1[NH:35][CH:36]([C:40]1[CH:45]=[CH:44][CH:43]=[CH:42][CH:41]=1)[C:37]([OH:39])=[O:38])[CH3:28].[N:46]12[CH2:53][CH2:52][CH:49]([CH2:50][CH2:51]1)[C@@H:48](O)[CH2:47]2. Product: [N:46]12[CH2:53][CH2:52][CH:49]([CH2:50][CH2:51]1)[C@@H:48]([O:38][C:37](=[O:39])[CH:36]([NH:35][C:30]1[CH:31]=[CH:32][CH:33]=[CH:34][C:29]=1[CH2:27][CH3:28])[C:40]1[CH:45]=[CH:44][CH:43]=[CH:42][CH:41]=1)[CH2:47]2. The catalyst class is: 1. (3) Product: [CH:17]([Si:4]([CH:1]([CH3:2])[CH3:3])([CH:14]([CH3:16])[CH3:15])[O:5][C:6]([C:8]1[CH:13]=[CH:12][CH:11]=[CH:10][N:9]=1)=[CH:7][Cl:27])([CH3:19])[CH3:18]. Reactant: [CH:1]([Si:4]([CH:17]([CH3:19])[CH3:18])([CH:14]([CH3:16])[CH3:15])[O:5][C:6]([C:8]1[CH:13]=[CH:12][CH:11]=[CH:10][N:9]=1)=[CH2:7])([CH3:3])[CH3:2].C1C(=O)N([Cl:27])C(=O)C1.CCOCC. The catalyst class is: 1. (4) Reactant: [O:1]1[C:10]2[C:5](=[N:6][CH:7]=[CH:8][CH:9]=2)[O:4][CH2:3][CH2:2]1.ClC1C=CC=C(C(OO)=[O:19])C=1. Product: [O:1]1[C:10]2[C:5](=[N+:6]([O-:19])[CH:7]=[CH:8][CH:9]=2)[O:4][CH2:3][CH2:2]1. The catalyst class is: 4. (5) Reactant: [F:1][C:2]1[CH:7]=[C:6]([I:8])[CH:5]=[CH:4][C:3]=1[CH2:9][C:10]#N.[OH2:12].[OH-:13].[K+]. Product: [F:1][C:2]1[CH:7]=[C:6]([I:8])[CH:5]=[CH:4][C:3]=1[CH2:9][C:10]([OH:13])=[O:12]. The catalyst class is: 8. (6) Reactant: [NH2:1][OH:2].[C:3]([C:5]1[CH:21]=[CH:20][C:8]([CH2:9][N:10]([CH3:19])[CH2:11][C:12]([O:14][C:15]([CH3:18])([CH3:17])[CH3:16])=[O:13])=[C:7]([F:22])[CH:6]=1)#[N:4]. Product: [NH2:4][C:3](=[N:1][OH:2])[C:5]1[CH:21]=[CH:20][C:8]([CH2:9][N:10]([CH3:19])[CH2:11][C:12]([O:14][C:15]([CH3:17])([CH3:16])[CH3:18])=[O:13])=[C:7]([F:22])[CH:6]=1. The catalyst class is: 14.